From a dataset of Reaction yield outcomes from USPTO patents with 853,638 reactions. Predict the reaction yield, written as a fraction of the theoretical maximum amount of product (1.0 means a 100% yield; for example, 0.34 means a 34% yield). (1) The reactants are CO[C:3]([C:5]1[N:13]=[CH:12][C:11]2[NH:10][C:9]3[N:14]=[CH:15][C:16]([C:18]4[CH:23]=[CH:22][C:21]([CH2:24][N:25]5[CH2:30][CH2:29][CH2:28][CH2:27][CH2:26]5)=[CH:20][CH:19]=4)=[CH:17][C:8]=3[C:7]=2[CH:6]=1)=[O:4].O.[NH2:32][NH2:33]. The catalyst is C(O)C. The product is [N:25]1([CH2:24][C:21]2[CH:20]=[CH:19][C:18]([C:16]3[CH:15]=[N:14][C:9]4[NH:10][C:11]5[CH:12]=[N:13][C:5]([C:3]([NH:32][NH2:33])=[O:4])=[CH:6][C:7]=5[C:8]=4[CH:17]=3)=[CH:23][CH:22]=2)[CH2:26][CH2:27][CH2:28][CH2:29][CH2:30]1. The yield is 0.790. (2) The reactants are [Br:1][C:2]1[CH:3]=[C:4]([NH:13][C:14]([NH2:16])=[S:15])[CH:5]=[C:6]([N:8]2[CH:12]=[CH:11][CH:10]=[N:9]2)[CH:7]=1.BrBr.N. The catalyst is C(Cl)Cl.O. The product is [Br:1][C:2]1[C:3]2[S:15][C:14]([NH2:16])=[N:13][C:4]=2[CH:5]=[C:6]([N:8]2[CH:12]=[CH:11][CH:10]=[N:9]2)[CH:7]=1. The yield is 0.300. (3) The reactants are [O:1]=[C:2]1[C:11]2[C:6](=[CH:7][CH:8]=[CH:9][CH:10]=2)[C:5]2[CH2:12][C:13]3[CH:14]=[C:15]([N+:19]([O-])=O)[CH:16]=[CH:17][C:18]=3[C:4]=2[NH:3]1.C([O-])=O.[NH4+]. The catalyst is CN(C=O)C.[Pd]. The product is [O:1]=[C:2]1[C:11]2[C:6](=[CH:7][CH:8]=[CH:9][CH:10]=2)[C:5]2[CH2:12][C:13]3[CH:14]=[C:15]([NH2:19])[CH:16]=[CH:17][C:18]=3[C:4]=2[NH:3]1. The yield is 0.680.